Dataset: Forward reaction prediction with 1.9M reactions from USPTO patents (1976-2016). Task: Predict the product of the given reaction. (1) Given the reactants C(NCC1C=CN=C(NCC2[N:17]3[CH:18]=[C:19](C)[CH:20]=[CH:21]C3=NC=2C2C=CC(F)=CC=2)N=1)C.[Cl:30][C:31]1[CH:32]=[CH:33][C:34]2[N:35]([C:37]([CH2:47][NH:48][C:49]3[N:54]=[C:53]([CH:55]=O)[CH:52]=[CH:51][N:50]=3)=[C:38]([C:40]3[CH:45]=[CH:44][C:43]([F:46])=[CH:42][CH:41]=3)[N:39]=2)[CH:36]=1.N1CCCC1, predict the reaction product. The product is: [Cl:30][C:31]1[CH:32]=[CH:33][C:34]2[N:35]([C:37]([CH2:47][NH:48][C:49]3[N:54]=[C:53]([CH2:55][N:17]4[CH2:18][CH2:19][CH2:20][CH2:21]4)[CH:52]=[CH:51][N:50]=3)=[C:38]([C:40]3[CH:45]=[CH:44][C:43]([F:46])=[CH:42][CH:41]=3)[N:39]=2)[CH:36]=1. (2) Given the reactants [N:1]([C@@H:4]1CC2[C:6](=CC=CC=2)[C@H:5]1[NH:13][C:14]1[C:19]([CH:20]2[CH2:22][CH2:21]2)=[N:18][C:17]([C:23]2[CH:28]=[CH:27][C:26]([Cl:29])=[CH:25][C:24]=2[Cl:30])=[C:16]([CH:31]2[CH2:33][CH2:32]2)[N:15]=1)=[N+]=[N-].[CH:47]1[CH:52]=[CH:51][C:50](P([C:47]2[CH:52]=[CH:51][CH:50]=[CH:49][CH:48]=2)[C:47]2[CH:52]=[CH:51][CH:50]=[CH:49][CH:48]=2)=[CH:49][CH:48]=1.O, predict the reaction product. The product is: [CH:20]1([C:19]2[C:14]([NH:13][C@@H:5]3[CH2:6][C:48]4[C:47](=[CH:52][CH:51]=[CH:50][CH:49]=4)[C@H:4]3[NH2:1])=[N:15][C:16]([CH:31]3[CH2:33][CH2:32]3)=[C:17]([C:23]3[CH:28]=[CH:27][C:26]([Cl:29])=[CH:25][C:24]=3[Cl:30])[N:18]=2)[CH2:22][CH2:21]1. (3) Given the reactants Cl[C:2]1[C:11]2=[N:12][N:13](CC3C=CC(OC)=CC=3)[CH:14]=[C:10]2[C:9]2[C:8]([O:24][CH3:25])=[CH:7][CH:6]=[CH:5][C:4]=2[N:3]=1.[CH:26]1([N:29]2[CH2:34][CH2:33][N:32]([C:35]3[CH:41]=[CH:40][C:38]([NH2:39])=[CH:37][CH:36]=3)[CH2:31][CH2:30]2)[CH2:28][CH2:27]1.Cl, predict the reaction product. The product is: [CH:26]1([N:29]2[CH2:30][CH2:31][N:32]([C:35]3[CH:41]=[CH:40][C:38]([NH:39][C:2]4[C:11]5=[N:12][NH:13][CH:14]=[C:10]5[C:9]5[C:8]([O:24][CH3:25])=[CH:7][CH:6]=[CH:5][C:4]=5[N:3]=4)=[CH:37][CH:36]=3)[CH2:33][CH2:34]2)[CH2:28][CH2:27]1.